This data is from Catalyst prediction with 721,799 reactions and 888 catalyst types from USPTO. The task is: Predict which catalyst facilitates the given reaction. (1) Reactant: [Cl:1][C:2]1[CH:3]=[CH:4][C:5]([C:32]#[N:33])=[C:6]([C:8]2[C:13]([O:14][CH3:15])=[CH:12][N:11]([CH:16]([CH2:24][CH:25]3[CH2:30][CH2:29][O:28][CH2:27][CH2:26]3)[C:17]([O:19]C(C)(C)C)=[O:18])[C:10](=[O:31])[CH:9]=2)[CH:7]=1.C(O)(C(F)(F)F)=O. Product: [Cl:1][C:2]1[CH:3]=[CH:4][C:5]([C:32]#[N:33])=[C:6]([C:8]2[C:13]([O:14][CH3:15])=[CH:12][N:11]([CH:16]([CH2:24][CH:25]3[CH2:30][CH2:29][O:28][CH2:27][CH2:26]3)[C:17]([OH:19])=[O:18])[C:10](=[O:31])[CH:9]=2)[CH:7]=1. The catalyst class is: 4. (2) Reactant: [Cl:1][C:2]1[CH:29]=[CH:28][CH:27]=[CH:26][C:3]=1[C:4]([NH:6][C:7]1[CH:12]=[CH:11][C:10]([C:13]([NH:15][CH:16]([C:20]2[CH:25]=[CH:24][CH:23]=[CH:22][CH:21]=2)[C:17](=O)[CH3:18])=[O:14])=[CH:9][CH:8]=1)=[O:5].P(Cl)(Cl)(Cl)=O.C(=O)(O)[O-].[Na+]. Product: [Cl:1][C:2]1[CH:29]=[CH:28][CH:27]=[CH:26][C:3]=1[C:4]([NH:6][C:7]1[CH:8]=[CH:9][C:10]([C:13]2[O:14][C:17]([CH3:18])=[C:16]([C:20]3[CH:25]=[CH:24][CH:23]=[CH:22][CH:21]=3)[N:15]=2)=[CH:11][CH:12]=1)=[O:5]. The catalyst class is: 17. (3) Reactant: [CH:1]([C:3]1[C:4]([NH:15][CH2:16][CH2:17][NH:18][C:19](=[O:21])[CH3:20])=[N:5][C:6]2[C:11]([CH:12]=1)=[CH:10][C:9]([O:13][CH3:14])=[CH:8][CH:7]=2)=[O:2].[BH4-].[Na+]. Product: [OH:2][CH2:1][C:3]1[C:4]([NH:15][CH2:16][CH2:17][NH:18][C:19](=[O:21])[CH3:20])=[N:5][C:6]2[C:11]([CH:12]=1)=[CH:10][C:9]([O:13][CH3:14])=[CH:8][CH:7]=2. The catalyst class is: 1. (4) Reactant: [CH2:1]([O:8][C:9]([NH:11][C:12]1([C:24]2[NH:25][CH2:26][C:27]([O:35]S(C)(=O)=O)=[C:28]([C:30]([O:32][CH2:33][CH3:34])=[O:31])[N:29]=2)[CH2:17][CH2:16][CH:15]([CH2:18]OS(C)(=O)=O)[CH2:14][CH2:13]1)=[O:10])[C:2]1[CH:7]=[CH:6][CH:5]=[CH:4][CH:3]=1.C(=O)([O-])[O-:41].[Cs+].[Cs+]. Product: [CH2:1]([O:8][C:9]([NH:11][C:12]12[CH2:13][CH2:14][CH:15]([CH2:16][CH2:17]1)[CH2:18][N:25]1[C:26](=[O:41])[C:27]([OH:35])=[C:28]([C:30]([O:32][CH2:33][CH3:34])=[O:31])[N:29]=[C:24]21)=[O:10])[C:2]1[CH:7]=[CH:6][CH:5]=[CH:4][CH:3]=1. The catalyst class is: 3. (5) Reactant: C([N:8]1[CH:13]2[CH2:14][CH2:15][CH:9]1[CH2:10][CH:11]([N:16]1[C:20]([CH3:21])=[N:19][N:18]=[C:17]1[CH:22]([CH3:24])[CH3:23])[CH2:12]2)C1C=CC=CC=1. Product: [CH:22]([C:17]1[N:16]([CH:11]2[CH2:12][CH:13]3[NH:8][CH:9]([CH2:15][CH2:14]3)[CH2:10]2)[C:20]([CH3:21])=[N:19][N:18]=1)([CH3:24])[CH3:23]. The catalyst class is: 19. (6) Reactant: [CH3:1][O:2][C:3]1[CH:4]=[C:5]([CH:7]=[CH:8][C:9]=1[C:10]1[O:14][CH:13]=[N:12][CH:11]=1)[NH2:6].[CH:15]1[C:27]2[CH:26]([CH2:28][O:29][C:30]([NH:32][CH:33]([CH2:37][CH2:38][CH:39]([CH3:41])[CH3:40])[C:34](O)=[O:35])=[O:31])[C:25]3[C:20](=[CH:21][CH:22]=[CH:23][CH:24]=3)[C:19]=2[CH:18]=[CH:17][CH:16]=1.C(N(CC)C(C)C)(C)C.CN(C(ON1N=NC2C=CC=NC1=2)=[N+](C)C)C.F[P-](F)(F)(F)(F)F.C([O-])(O)=O.[Na+]. Product: [CH3:1][O:2][C:3]1[CH:4]=[C:5]([NH:6][C:34](=[O:35])[CH:33]([NH:32][C:30](=[O:31])[O:29][CH2:28][CH:26]2[C:25]3[CH:24]=[CH:23][CH:22]=[CH:21][C:20]=3[C:19]3[C:27]2=[CH:15][CH:16]=[CH:17][CH:18]=3)[CH2:37][CH2:38][CH:39]([CH3:41])[CH3:40])[CH:7]=[CH:8][C:9]=1[C:10]1[O:14][CH:13]=[N:12][CH:11]=1. The catalyst class is: 2. (7) Product: [F:1][C:2]1[CH:30]=[C:29]([F:31])[CH:28]=[CH:27][C:3]=1[O:4][C:5]1[N:10]=[C:9]2[NH:11][N:12]=[CH:13][C:8]2=[C:7]([NH:22][CH2:23][C@H:24]([OH:26])[CH3:25])[N:6]=1. Reactant: [F:1][C:2]1[CH:30]=[C:29]([F:31])[CH:28]=[CH:27][C:3]=1[O:4][C:5]1[N:10]=[C:9]2[N:11](COCC[Si](C)(C)C)[N:12]=[CH:13][C:8]2=[C:7]([NH:22][CH2:23][C@H:24]([OH:26])[CH3:25])[N:6]=1.Cl. The catalyst class is: 5. (8) Reactant: [Cl:1][C:2]1[CH:3]=[C:4]([CH:8]([C:16]2([OH:22])[CH2:21][CH2:20][CH2:19][CH2:18][CH2:17]2)[CH2:9][N:10]2[CH2:15][CH2:14][NH:13][CH2:12][CH2:11]2)[CH:5]=[CH:6][CH:7]=1.[ClH:23].C(OCC)C. Product: [ClH:1].[ClH:23].[Cl:1][C:2]1[CH:3]=[C:4]([CH:8]([C:16]2([OH:22])[CH2:17][CH2:18][CH2:19][CH2:20][CH2:21]2)[CH2:9][N:10]2[CH2:15][CH2:14][NH:13][CH2:12][CH2:11]2)[CH:5]=[CH:6][CH:7]=1. The catalyst class is: 5.